Dataset: Forward reaction prediction with 1.9M reactions from USPTO patents (1976-2016). Task: Predict the product of the given reaction. (1) Given the reactants [CH:1]([N:14]1[CH2:17][CH:16]([C:18](O)=[O:19])[CH2:15]1)([C:8]1[CH:13]=[CH:12][CH:11]=[CH:10][CH:9]=1)[C:2]1[CH:7]=[CH:6][CH:5]=[CH:4][CH:3]=1.C(N(CC)CC)C.C(Cl)(=O)OCC, predict the reaction product. The product is: [CH:1]([N:14]1[CH2:17][CH:16]([CH2:18][OH:19])[CH2:15]1)([C:8]1[CH:13]=[CH:12][CH:11]=[CH:10][CH:9]=1)[C:2]1[CH:3]=[CH:4][CH:5]=[CH:6][CH:7]=1. (2) Given the reactants [F:1][C:2]1[CH:3]=[C:4]([N:8]2[C:12]3([CH2:17][CH2:16][N:15]([CH2:18][C:19]4[CH:24]=[CH:23][CH:22]=[C:21]([O:25][CH:26]([CH3:28])[CH3:27])[CH:20]=4)[CH2:14][CH2:13]3)[C:11](=S)[NH:10][C:9]2=[O:30])[CH:5]=[CH:6][CH:7]=1.[CH2:31]([NH2:35])[CH:32]([CH3:34])[CH3:33], predict the reaction product. The product is: [F:1][C:2]1[CH:3]=[C:4]([N:8]2[C:12]3([CH2:17][CH2:16][N:15]([CH2:18][C:19]4[CH:24]=[CH:23][CH:22]=[C:21]([O:25][CH:26]([CH3:28])[CH3:27])[CH:20]=4)[CH2:14][CH2:13]3)[C:11]([NH:35][CH2:31][CH:32]([CH3:34])[CH3:33])=[N:10][C:9]2=[O:30])[CH:5]=[CH:6][CH:7]=1. (3) Given the reactants [NH2:1][C@@H:2]1[C:11]2[C:6](=[CH:7][CH:8]=[CH:9][CH:10]=2)[C@H:5]([OH:12])[CH2:4][CH2:3]1.[H-].[Na+].F[C:16]1[CH:17]=[CH:18][C:19]2[N:20]([C:22]([N:25]3[CH2:29][CH2:28][CH2:27][C@H:26]3[CH2:30][O:31][Si:32]([CH:39]([CH3:41])[CH3:40])([CH:36]([CH3:38])[CH3:37])[CH:33]([CH3:35])[CH3:34])=[N:23][N:24]=2)[CH:21]=1.N, predict the reaction product. The product is: [CH:39]([Si:32]([CH:33]([CH3:35])[CH3:34])([CH:36]([CH3:38])[CH3:37])[O:31][CH2:30][C@@H:26]1[CH2:27][CH2:28][CH2:29][N:25]1[C:22]1[N:20]2[CH:21]=[C:16]([O:12][C@H:5]3[C:6]4[C:11](=[CH:10][CH:9]=[CH:8][CH:7]=4)[C@@H:2]([NH2:1])[CH2:3][CH2:4]3)[CH:17]=[CH:18][C:19]2=[N:24][N:23]=1)([CH3:40])[CH3:41]. (4) Given the reactants [CH2:1]([OH:8])[C:2]1[CH:7]=[CH:6][CH:5]=[CH:4][CH:3]=1.[C:9](=[S:11])=[O:10].[CH2:12]1CCN2C(=NCCC2)CC1, predict the reaction product. The product is: [C:9](=[O:10])([O:8][CH2:1][C:2]1[CH:7]=[CH:6][CH:5]=[CH:4][CH:3]=1)[S:11][CH3:12]. (5) Given the reactants [N+]([CH:4]([CH3:17])[CH2:5][C:6]1[CH:11]=[CH:10][C:9]([N:12]2[CH:16]=[CH:15][CH:14]=[N:13]2)=[CH:8][CH:7]=1)([O-])=O.C(O)(=[O:20])C, predict the reaction product. The product is: [N:12]1([C:9]2[CH:10]=[CH:11][C:6]([CH2:5][C:4](=[O:20])[CH3:17])=[CH:7][CH:8]=2)[CH:16]=[CH:15][CH:14]=[N:13]1.